Dataset: Forward reaction prediction with 1.9M reactions from USPTO patents (1976-2016). Task: Predict the product of the given reaction. (1) Given the reactants [CH3:1][N:2]1[C:6]2[CH:7]=[C:8](B3OC(C)(C)C(C)(C)O3)[CH:9]=[CH:10][C:5]=2[O:4][C:3]1=[O:20].Br[C:22]1[CH:23]=[N:24][CH:25]=[CH:26][C:27]=1[CH:28]([O:30][CH3:31])[CH3:29].C([O-])([O-])=O.[Na+].[Na+], predict the reaction product. The product is: [CH3:31][O:30][CH:28]([C:27]1[CH:26]=[CH:25][N:24]=[CH:23][C:22]=1[C:8]1[CH:9]=[CH:10][C:5]2[O:4][C:3](=[O:20])[N:2]([CH3:1])[C:6]=2[CH:7]=1)[CH3:29]. (2) Given the reactants [C:1]([O:5][C:6]([N:8]1[CH2:11][CH:10]([OH:12])[CH2:9]1)=[O:7])([CH3:4])([CH3:3])[CH3:2], predict the reaction product. The product is: [O:12]=[C:10]1[CH2:11][N:8]([C:6]([O:5][C:1]([CH3:4])([CH3:3])[CH3:2])=[O:7])[CH2:9]1. (3) Given the reactants [CH3:1][O:2][C:3]([C:5]1[N:6]([CH:10]2[C:19]3[C:14](=[CH:15][CH:16]=[CH:17][CH:18]=3)[CH2:13][N:12]([CH3:20])[C:11]2=O)[CH:7]=[N:8][CH:9]=1)=[O:4].B.[OH-].[Na+], predict the reaction product. The product is: [CH3:1][O:2][C:3]([C:5]1[N:6]([CH:10]2[C:19]3[C:14](=[CH:15][CH:16]=[CH:17][CH:18]=3)[CH2:13][N:12]([CH3:20])[CH2:11]2)[CH:7]=[N:8][CH:9]=1)=[O:4].